This data is from Forward reaction prediction with 1.9M reactions from USPTO patents (1976-2016). The task is: Predict the product of the given reaction. (1) The product is: [Cl:31][C:13]1[CH:12]=[C:11]([C:8]2[CH:7]=[CH:6][C:5]([C:3]([OH:4])=[O:2])=[CH:10][CH:9]=2)[CH:16]=[C:15]([Cl:17])[C:14]=1[CH2:18][N:19]1[CH2:23][CH2:22][CH:21]([N:24]2[CH2:29][CH2:28][CH2:27][CH2:26][CH2:25]2)[C:20]1=[O:30]. Given the reactants C[O:2][C:3]([C:5]1[CH:10]=[CH:9][C:8]([C:11]2[CH:16]=[C:15]([Cl:17])[C:14]([CH2:18][N:19]3[CH2:23][CH2:22][CH:21]([N:24]4[CH2:29][CH2:28][CH2:27][CH2:26][CH2:25]4)[C:20]3=[O:30])=[C:13]([Cl:31])[CH:12]=2)=[CH:7][CH:6]=1)=[O:4].[OH-].[Na+].Cl, predict the reaction product. (2) Given the reactants [CH2:1]([O:3][C:4](=[O:14])[C:5]1[C:10]([Cl:11])=[CH:9][C:8](Cl)=[N:7][C:6]=1[CH3:13])[CH3:2].[CH2:15]([C:17]1[CH:22]=[CH:21][CH:20]=[C:19]([CH2:23][CH3:24])[C:18]=1B(O)O)[CH3:16].C(=O)([O-])[O-].[Na+].[Na+], predict the reaction product. The product is: [CH2:1]([O:3][C:4](=[O:14])[C:5]1[C:10]([Cl:11])=[CH:9][C:8]([C:18]2[C:19]([CH2:23][CH3:24])=[CH:20][CH:21]=[CH:22][C:17]=2[CH2:15][CH3:16])=[N:7][C:6]=1[CH3:13])[CH3:2]. (3) The product is: [CH2:24]([O:23][C:21]([C@@H:20]1[CH2:15][C@H:14]1[C:12]1[CH:13]=[C:8]([N:4]2[C:5]([CH3:7])=[N:6][C:2]([CH3:1])=[N:3]2)[N:9]=[C:10]([S:16][CH3:17])[N:11]=1)=[O:22])[CH3:25]. Given the reactants [CH3:1][C:2]1[N:6]=[C:5]([CH3:7])[N:4]([C:8]2[CH:13]=[C:12]([CH:14]=[CH2:15])[N:11]=[C:10]([S:16][CH3:17])[N:9]=2)[N:3]=1.[N+](=[CH:20][C:21]([O:23][CH2:24][CH3:25])=[O:22])=[N-], predict the reaction product. (4) Given the reactants [Cl:1][C:2]1[CH:7]=[C:6]([F:8])[CH:5]=[CH:4][C:3]=1[CH:9]=[C:10]([C:15](=O)[CH2:16][CH2:17][N:18]1[CH2:22][CH2:21][S:20][CH2:19]1)[C:11]([O:13][CH3:14])=[O:12].Cl.[F:25][C:26]1[C:27]([C:33](=[NH:35])[NH2:34])=[N:28][CH:29]=[C:30]([F:32])[CH:31]=1.C([O-])(=O)C.[Na+], predict the reaction product. The product is: [Cl:1][C:2]1[CH:7]=[C:6]([F:8])[CH:5]=[CH:4][C:3]=1[CH:9]1[C:10]([C:11]([O:13][CH3:14])=[O:12])=[C:15]([CH2:16][CH2:17][N:18]2[CH2:22][CH2:21][S:20][CH2:19]2)[NH:35][C:33]([C:27]2[C:26]([F:25])=[CH:31][C:30]([F:32])=[CH:29][N:28]=2)=[N:34]1. (5) Given the reactants C1([CH2:5][C:6]2[N:7]=[C:8]([C:11]([NH:13][NH:14][C:15](=[O:24])[CH2:16][C:17]([CH3:23])([CH3:22])[C:18]([O:20][CH3:21])=[O:19])=O)[S:9][CH:10]=2)CCC1.[CH:25]([O:28]CC1N=C(C(OCC)=O)SC=1)([CH3:27])[CH3:26], predict the reaction product. The product is: [CH:25]([O:28][CH2:5][C:6]1[N:7]=[C:8]([C:11]2[O:24][C:15]([CH2:16][C:17]([CH3:22])([CH3:23])[C:18]([O:20][CH3:21])=[O:19])=[N:14][N:13]=2)[S:9][CH:10]=1)([CH3:27])[CH3:26]. (6) Given the reactants [Cl:1][C:2]1[C:10]2[N:9]=[C:8]3[N:11]([C:15]4[CH:20]=[CH:19][C:18]([Cl:21])=[CH:17][C:16]=4[Cl:22])[CH2:12][CH2:13][CH2:14][N:7]3[C:6]=2[C:5]([CH2:23][OH:24])=[CH:4][CH:3]=1.C(N(CC)CC)C.CS(C)=O, predict the reaction product. The product is: [Cl:1][C:2]1[CH:3]=[CH:4][C:5]([CH:23]=[O:24])=[C:6]2[C:10]=1[N:9]=[C:8]1[N:11]([C:15]3[CH:20]=[CH:19][C:18]([Cl:21])=[CH:17][C:16]=3[Cl:22])[CH2:12][CH2:13][CH2:14][N:7]21. (7) Given the reactants [CH3:1][O:2][C:3](=[O:14])[CH2:4][CH2:5][S:6][CH:7]([CH3:13])[C:8](OCC)=O.[CH3:15]C(C)([O-])C.[K+].C([O-])=O.[NH4+:24], predict the reaction product. The product is: [NH2:24][C:13]1[CH:7]([CH3:8])[S:6][CH2:5][C:4]=1[C:3]([O:2][CH2:1][CH3:15])=[O:14].